From a dataset of NCI-60 drug combinations with 297,098 pairs across 59 cell lines. Regression. Given two drug SMILES strings and cell line genomic features, predict the synergy score measuring deviation from expected non-interaction effect. Drug 1: CCC1=CC2CC(C3=C(CN(C2)C1)C4=CC=CC=C4N3)(C5=C(C=C6C(=C5)C78CCN9C7C(C=CC9)(C(C(C8N6C)(C(=O)OC)O)OC(=O)C)CC)OC)C(=O)OC.C(C(C(=O)O)O)(C(=O)O)O. Drug 2: C1=CC(=CC=C1C#N)C(C2=CC=C(C=C2)C#N)N3C=NC=N3. Cell line: SK-MEL-28. Synergy scores: CSS=26.0, Synergy_ZIP=0.422, Synergy_Bliss=2.09, Synergy_Loewe=-23.2, Synergy_HSA=0.343.